This data is from Reaction yield outcomes from USPTO patents with 853,638 reactions. The task is: Predict the reaction yield, written as a fraction of the theoretical maximum amount of product (1.0 means a 100% yield; for example, 0.34 means a 34% yield). (1) The reactants are [NH2:1][C:2]1[C:11]2[C:6](=[CH:7][CH:8]=[CH:9][C:10]=2[O:12][CH2:13][C:14]([CH3:22])([CH3:21])[C:15]([NH:17][CH:18]([CH3:20])[CH3:19])=[O:16])[N:5]=[C:4]([CH3:23])[C:3]=1[C:24]([O:26]CC)=[O:25].[OH-].[Na+].Cl. The catalyst is CCO. The product is [NH2:1][C:2]1[C:11]2[C:6](=[CH:7][CH:8]=[CH:9][C:10]=2[O:12][CH2:13][C:14]([CH3:21])([CH3:22])[C:15]([NH:17][CH:18]([CH3:20])[CH3:19])=[O:16])[N:5]=[C:4]([CH3:23])[C:3]=1[C:24]([OH:26])=[O:25]. The yield is 0.890. (2) The reactants are [F:1][C:2]1([F:30])[CH2:7][CH2:6][CH2:5][CH:4]([C@@H:8]2[CH2:13][C@H:12]([C:14]3[CH:19]=[CH:18][CH:17]=[CH:16][CH:15]=3)[CH2:11][CH2:10][N:9]2C(OCC2C=CC=CC=2)=O)[CH2:3]1.[H][H]. The catalyst is CCO.[OH-].[OH-].[Pd+2]. The product is [F:30][C:2]1([F:1])[CH2:7][CH2:6][CH2:5][CH:4]([C@@H:8]2[CH2:13][C@H:12]([C:14]3[CH:15]=[CH:16][CH:17]=[CH:18][CH:19]=3)[CH2:11][CH2:10][NH:9]2)[CH2:3]1. The yield is 0.980. (3) The reactants are [NH:1]1[CH2:6][CH2:5][O:4][CH2:3][CH2:2]1.C(N(CC)CC)C.[Cl:14][C:15]1[N:20]=[C:19](Cl)[C:18]([N+:22]([O-:24])=[O:23])=[C:17]([Cl:25])[N:16]=1. The catalyst is ClCCl. The product is [Cl:14][C:15]1[N:20]=[C:19]([N:1]2[CH2:6][CH2:5][O:4][CH2:3][CH2:2]2)[C:18]([N+:22]([O-:24])=[O:23])=[C:17]([Cl:25])[N:16]=1. The yield is 0.670. (4) The reactants are Cl.NO.C([N:6](C(C)C)C(C)C)C.C(O)C.C(OC(=O)[NH:20][C:21]([NH:23][C:24]1[CH:29]=[CH:28][C:27]([O:30][C:31]2[CH:36]=[CH:35][CH:34]=[C:33]([NH:37][C:38]([O:40][C:41]([CH3:44])([CH3:43])[CH3:42])=[O:39])[CH:32]=2)=[CH:26][N:25]=1)=S)C. The catalyst is CO. The product is [C:41]([O:40][C:38](=[O:39])[NH:37][C:33]1[CH:34]=[CH:35][CH:36]=[C:31]([O:30][C:27]2[CH:28]=[CH:29][C:24]3[N:25]([N:6]=[C:21]([NH2:20])[N:23]=3)[CH:26]=2)[CH:32]=1)([CH3:42])([CH3:43])[CH3:44]. The yield is 0.830.